Task: Predict the reactants needed to synthesize the given product.. Dataset: Full USPTO retrosynthesis dataset with 1.9M reactions from patents (1976-2016) (1) Given the product [OH:30][C@@H:27]1[CH2:28][CH2:29][C@H:24]([NH:23][C:2]2[C:3]([CH3:22])=[N:4][C:5]3[C:10]([N:11]=2)=[C:9]([C:12]2[NH:20][C:19]4[CH2:18][CH2:17][NH:16][C:15](=[O:21])[C:14]=4[CH:13]=2)[CH:8]=[CH:7][CH:6]=3)[CH2:25][CH2:26]1, predict the reactants needed to synthesize it. The reactants are: F[C:2]1[C:3]([CH3:22])=[N:4][C:5]2[C:10]([N:11]=1)=[C:9]([C:12]1[NH:20][C:19]3[CH2:18][CH2:17][NH:16][C:15](=[O:21])[C:14]=3[CH:13]=1)[CH:8]=[CH:7][CH:6]=2.[NH2:23][C@@H:24]1[CH2:29][CH2:28][C@H:27]([OH:30])[CH2:26][CH2:25]1.CCN(C(C)C)C(C)C. (2) Given the product [Cl:1][C:2]1[CH:3]=[N:4][CH:5]=[C:6]([Cl:27])[C:7]=1[NH:8][C:9]([C:11]1[C:19]2[C:18]3[CH:20]=[C:21]([NH:24][C:30](=[O:31])[C:29]([F:40])([F:39])[F:28])[CH:22]=[CH:23][C:17]=3[O:16][C:15]=2[C:14]([O:25][CH3:26])=[CH:13][CH:12]=1)=[O:10], predict the reactants needed to synthesize it. The reactants are: [Cl:1][C:2]1[CH:3]=[N:4][CH:5]=[C:6]([Cl:27])[C:7]=1[NH:8][C:9]([C:11]1[C:19]2[C:18]3[CH:20]=[C:21]([NH2:24])[CH:22]=[CH:23][C:17]=3[O:16][C:15]=2[C:14]([O:25][CH3:26])=[CH:13][CH:12]=1)=[O:10].[F:28][C:29]([F:40])([F:39])[C:30](O[C:30](=[O:31])[C:29]([F:40])([F:39])[F:28])=[O:31].N1C=CC=CC=1. (3) Given the product [CH3:10][N:9]([CH3:11])[C:7](=[N:5][C:1](=[O:4])[CH2:2][CH3:3])[CH3:6], predict the reactants needed to synthesize it. The reactants are: [C:1]([NH2:5])(=[O:4])[CH2:2][CH3:3].[CH3:6][C:7]([N:9]([CH3:11])[CH3:10])=O.[CH3:6][C:7]([N:9]([CH3:11])[CH3:10])=O. (4) Given the product [Cl:44][C:20]1[CH:21]=[C:22]([C:25](=[O:34])[C:26]([C:28]2[CH:33]=[CH:32][N:31]=[CH:30][CH:29]=2)=[O:27])[CH:23]=[CH:24][C:19]=1[Cl:18], predict the reactants needed to synthesize it. The reactants are: CS(C)=O.FC(F)(F)C(OC(=O)C(F)(F)F)=O.[Cl:18][C:19]1[CH:24]=[CH:23][C:22]([CH:25]([OH:34])[CH:26]([C:28]2[CH:33]=[CH:32][N:31]=[CH:30][CH:29]=2)[OH:27])=[CH:21][C:20]=1OC.C(N(CC)CC)C.[Cl:44]CCl.